From a dataset of Full USPTO retrosynthesis dataset with 1.9M reactions from patents (1976-2016). Predict the reactants needed to synthesize the given product. (1) Given the product [Cl:8][C:6]1[N:7]=[C:2]([N:22]2[C:23]3[C:19](=[CH:18][C:17]([Cl:16])=[CH:25][C:24]=3[Cl:26])[CH2:20][CH2:21]2)[C:3](=[O:15])[N:4]([C@@H:9]([CH2:12][O:13][CH3:14])[CH2:10][CH3:11])[CH:5]=1, predict the reactants needed to synthesize it. The reactants are: Cl[C:2]1[C:3](=[O:15])[N:4]([C@@H:9]([CH2:12][O:13][CH3:14])[CH2:10][CH3:11])[CH:5]=[C:6]([Cl:8])[N:7]=1.[Cl:16][C:17]1[CH:18]=[C:19]2[C:23](=[C:24]([Cl:26])[CH:25]=1)[NH:22][CH2:21][CH2:20]2. (2) Given the product [ClH:28].[CH3:1][C@@H:2]1[CH2:11][C:10]2[C:5](=[CH:6][CH:7]=[C:8]([CH2:12][CH2:13][N:14]3[CH2:15][CH2:16][NH:17][CH2:18][CH2:19]3)[CH:9]=2)[C:4](=[O:27])[O:3]1, predict the reactants needed to synthesize it. The reactants are: [CH3:1][C@@H:2]1[CH2:11][C:10]2[C:5](=[CH:6][CH:7]=[C:8]([CH2:12][CH2:13][N:14]3[CH2:19][CH2:18][N:17](C(OC(C)(C)C)=O)[CH2:16][CH2:15]3)[CH:9]=2)[C:4](=[O:27])[O:3]1.[ClH:28]. (3) Given the product [CH2:15]([C:22]1([N:32]([CH3:33])[CH3:34])[CH2:31][CH2:30][C:25]2([CH2:29][CH2:28][N:27]([C:12](=[O:14])[CH3:13])[CH2:26]2)[CH2:24][CH2:23]1)[C:16]1[CH:17]=[CH:18][CH:19]=[CH:20][CH:21]=1, predict the reactants needed to synthesize it. The reactants are: C(N(CC)CC)C.C(O[C:12](=[O:14])[CH3:13])(=O)C.[CH2:15]([C:22]1([N:32]([CH3:34])[CH3:33])[CH2:31][CH2:30][C:25]2([CH2:29][CH2:28][NH:27][CH2:26]2)[CH2:24][CH2:23]1)[C:16]1[CH:21]=[CH:20][CH:19]=[CH:18][CH:17]=1. (4) Given the product [C:29]([CH2:30][CH2:2][C:3]1[CH:8]=[CH:7][CH:6]=[CH:5][C:4]=1[S:9][C:10]1[C:15]([CH2:16][CH2:26][C:24]#[N:21])=[CH:14][CH:13]=[CH:12][CH:11]=1)#[N:32], predict the reactants needed to synthesize it. The reactants are: O[CH2:2][C:3]1[CH:8]=[CH:7][CH:6]=[CH:5][C:4]=1[S:9][C:10]1[C:15]([CH2:16]O)=[CH:14][CH:13]=[CH:12][CH:11]=1.C([N:21]([CH:24]([CH3:26])C)CC)(C)C.O.Cl.[C:29](#[N:32])[CH2:30]C. (5) Given the product [CH2:1]([C:3]1[N:4]([C:13]2[N:21]=[C:20]3[C:16]([N:17]=[C:18]([CH2:23][N:24]4[CH2:25][CH2:26][CH:27]([C:30]5([OH:34])[CH2:33][O:32][CH2:31]5)[CH2:28][CH2:29]4)[N:19]3[CH3:22])=[C:15]([N:35]3[CH2:40][CH2:39][O:38][CH2:37][CH2:36]3)[N:14]=2)[C:5]2[CH:11]=[CH:10][CH:9]=[CH:8][C:6]=2[N:7]=1)[CH3:2], predict the reactants needed to synthesize it. The reactants are: [CH2:1]([C:3]1[NH:4][C:5]2[CH:11]=[CH:10][CH:9]=[CH:8][C:6]=2[N:7]=1)[CH3:2].Cl[C:13]1[N:21]=[C:20]2[C:16]([N:17]=[C:18]([CH2:23][N:24]3[CH2:29][CH2:28][CH:27]([C:30]4([OH:34])[CH2:33][O:32][CH2:31]4)[CH2:26][CH2:25]3)[N:19]2[CH3:22])=[C:15]([N:35]2[CH2:40][CH2:39][O:38][CH2:37][CH2:36]2)[N:14]=1. (6) Given the product [CH2:4]([O:8][CH2:9][CH:10]1[CH2:15][CH2:14][C:13]([N:2]([CH3:3])[CH3:1])([C:18]#[N:19])[CH2:12][CH2:11]1)[C:5]#[C:6][CH3:7], predict the reactants needed to synthesize it. The reactants are: [CH3:1][NH:2][CH3:3].[CH2:4]([O:8][CH2:9][CH:10]1[CH2:15][CH2:14][C:13](=O)[CH2:12][CH2:11]1)[C:5]#[C:6][CH3:7].Cl.[C-:18]#[N:19].[K+]. (7) Given the product [Br:29][C:11]1[C:12]2[O:21][CH:20]3[CH2:19][CH2:18][N:17]([C:22]([O:24][C:25]([CH3:28])([CH3:27])[CH3:26])=[O:23])[CH2:16][CH:15]3[C:13]=2[CH:14]=[C:9]([C:3]2[CH:4]=[CH:5][C:6]([Cl:8])=[CH:7][C:2]=2[Cl:1])[CH:10]=1, predict the reactants needed to synthesize it. The reactants are: [Cl:1][C:2]1[CH:7]=[C:6]([Cl:8])[CH:5]=[CH:4][C:3]=1[C:9]1[CH:10]=[CH:11][C:12]2[O:21][CH:20]3[CH:15]([CH2:16][N:17]([C:22]([O:24][C:25]([CH3:28])([CH3:27])[CH3:26])=[O:23])[CH2:18][CH2:19]3)[C:13]=2[CH:14]=1.[Br:29]N1C(=O)CCC1=O.O. (8) Given the product [Cl:5][CH2:29][C:26]1[CH:27]=[CH:28][C:23]([CH2:22][CH2:21][C:18]2[N:19]=[N:20][C:15]([O:14][CH:12]([C:6]3[CH:11]=[CH:10][CH:9]=[CH:8][CH:7]=3)[CH3:13])=[CH:16][CH:17]=2)=[CH:24][CH:25]=1, predict the reactants needed to synthesize it. The reactants are: CS([Cl:5])(=O)=O.[C:6]1([CH:12]([O:14][C:15]2[N:20]=[N:19][C:18]([CH2:21][CH2:22][C:23]3[CH:28]=[CH:27][C:26]([CH2:29]O)=[CH:25][CH:24]=3)=[CH:17][CH:16]=2)[CH3:13])[CH:11]=[CH:10][CH:9]=[CH:8][CH:7]=1.C(N(CC)CC)C.